From a dataset of Full USPTO retrosynthesis dataset with 1.9M reactions from patents (1976-2016). Predict the reactants needed to synthesize the given product. Given the product [CH3:9][O:8][C:5]1[CH:6]=[CH:7][C:2]([CH2:26][CH:20]([C:18]([OH:19])=[O:17])[CH2:21][C:22]([O:24][CH3:25])=[O:23])=[CH:3][CH:4]=1, predict the reactants needed to synthesize it. The reactants are: Br[C:2]1[CH:7]=[CH:6][C:5]([O:8][CH3:9])=[CH:4][CH:3]=1.C([O:17][C:18]([C:20](=[CH2:26])[CH2:21][C:22]([O:24][CH3:25])=[O:23])=[O:19])C1C=CC=CC=1.CC1C=CC=CC=1P(C1C=CC=CC=1C)C1C=CC=CC=1C.CCN(C(C)C)C(C)C.